From a dataset of Full USPTO retrosynthesis dataset with 1.9M reactions from patents (1976-2016). Predict the reactants needed to synthesize the given product. (1) Given the product [Br:45][C:46]1[CH:55]=[CH:54][C:49]([C:50]([NH:52][NH:53][C:13]([C@@H:9]2[CH2:10][CH2:11][CH2:12][N:8]2[C:6]([O:5][C:1]([CH3:2])([CH3:3])[CH3:4])=[O:7])=[O:15])=[O:51])=[CH:48][CH:47]=1, predict the reactants needed to synthesize it. The reactants are: [C:1]([O:5][C:6]([N:8]1[CH2:12][CH2:11][CH2:10][C@H:9]1[C:13]([OH:15])=O)=[O:7])([CH3:4])([CH3:3])[CH3:2].CN(C(ON1N=NC2C=CC=CC1=2)=[N+](C)C)C.[B-](F)(F)(F)F.CN1CCOCC1.[Br:45][C:46]1[CH:55]=[CH:54][C:49]([C:50]([NH:52][NH2:53])=[O:51])=[CH:48][CH:47]=1. (2) Given the product [I:15][CH2:2][CH2:3][C:4]1[C:9]([CH2:10][C:11]#[N:12])=[CH:8][CH:7]=[C:6]([O:13][CH3:14])[N:5]=1, predict the reactants needed to synthesize it. The reactants are: Cl[CH2:2][CH2:3][C:4]1[C:9]([CH2:10][C:11]#[N:12])=[CH:8][CH:7]=[C:6]([O:13][CH3:14])[N:5]=1.[I-:15].[Na+]. (3) Given the product [ClH:1].[Cl:1][C:2]1[CH:17]=[CH:16][C:5]2[N:6]=[C:7]([NH:9][CH2:10][C@@H:11]3[CH2:15][CH2:14][NH:13][CH2:12]3)[O:8][C:4]=2[CH:3]=1, predict the reactants needed to synthesize it. The reactants are: [Cl:1][C:2]1[CH:17]=[CH:16][C:5]2[N:6]=[C:7]([NH:9][CH2:10][CH:11]3[CH2:15][CH2:14][NH:13][CH2:12]3)[O:8][C:4]=2[CH:3]=1.Cl.C(OC(N1CC[C@@H](CN)C1)=O)(C)(C)C.ClC1OC2C=C(Cl)C=CC=2N=1. (4) Given the product [F:51][C:45]1[CH:46]=[CH:47][C:48]([F:50])=[CH:49][C:44]=1[CH:33]([S:34]([C:37]1[CH:38]=[CH:39][C:40]([F:43])=[CH:41][CH:42]=1)(=[O:36])=[O:35])[C:29]1[C:30]([CH3:32])=[CH:31][C:26]([C:24]([NH:23][CH2:22][O:21][CH2:20][CH2:19][OH:18])=[O:25])=[N:27][CH:28]=1, predict the reactants needed to synthesize it. The reactants are: [Si]([O:18][CH2:19][CH2:20][O:21][CH2:22][NH:23][C:24]([C:26]1[CH:31]=[C:30]([CH3:32])[C:29]([CH:33]([C:44]2[CH:49]=[C:48]([F:50])[CH:47]=[CH:46][C:45]=2[F:51])[S:34]([C:37]2[CH:42]=[CH:41][C:40]([F:43])=[CH:39][CH:38]=2)(=[O:36])=[O:35])=[CH:28][N:27]=1)=[O:25])(C(C)(C)C)(C1C=CC=CC=1)C1C=CC=CC=1.C(O)(=O)C.[F-].C([N+](CCCC)(CCCC)CCCC)CCC.[Cl-].[NH4+].